Dataset: M1 muscarinic receptor agonist screen with 61,833 compounds. Task: Binary Classification. Given a drug SMILES string, predict its activity (active/inactive) in a high-throughput screening assay against a specified biological target. The drug is S(Cc1nc2n(c(cc(n2)C)C)c1)Cc1occc1. The result is 0 (inactive).